This data is from Catalyst prediction with 721,799 reactions and 888 catalyst types from USPTO. The task is: Predict which catalyst facilitates the given reaction. (1) Reactant: [CH3:1][O:2][C:3]1[CH:4]=[C:5]([CH2:9][C:10]([NH:12][C:13]2[CH:18]=[CH:17][CH:16]=[CH:15][CH:14]=2)=O)[CH:6]=[CH:7][CH:8]=1.[H-].[Al+3].[Li+].[H-].[H-].[H-]. Product: [CH3:1][O:2][C:3]1[CH:4]=[C:5]([CH2:9][CH2:10][NH:12][C:13]2[CH:18]=[CH:17][CH:16]=[CH:15][CH:14]=2)[CH:6]=[CH:7][CH:8]=1. The catalyst class is: 7. (2) Reactant: [CH2:1]([O:3][C:4](=[O:24])[C:5]1[CH:10]=[CH:9][CH:8]=[C:7]([N:11]2[C:15]([CH3:16])=[CH:14][CH:13]=[C:12]2[C:17]2[CH:22]=[CH:21][CH:20]=[CH:19][C:18]=2[OH:23])[CH:6]=1)[CH3:2].C([O-])([O-])=O.[K+].[K+].[Cl:31][C:32]1[CH:33]=[C:34]([CH:37]=[CH:38][C:39]=1[Cl:40])[CH2:35]Br. Product: [CH2:1]([O:3][C:4](=[O:24])[C:5]1[CH:10]=[CH:9][CH:8]=[C:7]([N:11]2[C:15]([CH3:16])=[CH:14][CH:13]=[C:12]2[C:17]2[CH:22]=[CH:21][CH:20]=[CH:19][C:18]=2[O:23][CH2:35][C:34]2[CH:37]=[CH:38][C:39]([Cl:40])=[C:32]([Cl:31])[CH:33]=2)[CH:6]=1)[CH3:2]. The catalyst class is: 3.